Dataset: Forward reaction prediction with 1.9M reactions from USPTO patents (1976-2016). Task: Predict the product of the given reaction. (1) The product is: [Cl:1][C:2]1[CH:39]=[CH:38][C:5]([O:6][C:7]2[CH:12]=[CH:11][N:10]=[C:9]3[N:13]([CH2:29][C:30]4[CH:31]=[CH:32][C:33]([O:36][CH3:37])=[CH:34][CH:35]=4)[N:14]=[C:15]([N:16]([CH3:41])[C@@H:17]4[CH2:21][CH2:20][N:19]([C:22]([O:24][C:25]([CH3:28])([CH3:27])[CH3:26])=[O:23])[CH2:18]4)[C:8]=23)=[CH:4][CH:3]=1. Given the reactants [Cl:1][C:2]1[CH:39]=[CH:38][C:5]([O:6][C:7]2[CH:12]=[CH:11][N:10]=[C:9]3[N:13]([CH2:29][C:30]4[CH:35]=[CH:34][C:33]([O:36][CH3:37])=[CH:32][CH:31]=4)[N:14]=[C:15]([NH:16][C@@H:17]4[CH2:21][CH2:20][N:19]([C:22]([O:24][C:25]([CH3:28])([CH3:27])[CH3:26])=[O:23])[CH2:18]4)[C:8]=23)=[CH:4][CH:3]=1.[Li+].[CH3:41][Si]([N-][Si](C)(C)C)(C)C.CI, predict the reaction product. (2) Given the reactants [CH3:1][O:2][C:3]1[CH:10]=[CH:9][CH:8]=[CH:7][C:4]=1[CH2:5][NH2:6].[C:11]([O:15][C:16](OC([O-])=O)=[O:17])([CH3:14])([CH3:13])[CH3:12], predict the reaction product. The product is: [CH3:1][O:2][C:3]1[CH:10]=[CH:9][CH:8]=[CH:7][C:4]=1[CH2:5][NH:6][C:16](=[O:17])[O:15][C:11]([CH3:14])([CH3:13])[CH3:12]. (3) Given the reactants OC(C(F)(F)F)=O.[CH:8]12[CH2:14][CH:13]1[NH:12][CH2:11][CH2:10][N:9]2[CH2:15][C@@H:16]([C:18]1[CH:27]=[CH:26][C:21]2[C:22](=[O:25])[O:23][CH2:24][C:20]=2[C:19]=1[CH3:28])[OH:17].CCN(C(C)C)C(C)C.[N:38]1([C:43]2[N:48]=[CH:47][C:46]([CH2:49][C:50](O)=[O:51])=[CH:45][CH:44]=2)[CH:42]=[N:41][N:40]=[N:39]1.CN(C(ON1N=NC2C=CC=NC1=2)=[N+](C)C)C.F[P-](F)(F)(F)(F)F, predict the reaction product. The product is: [OH:17][C@H:16]([C:18]1[CH:27]=[CH:26][C:21]2[C:22](=[O:25])[O:23][CH2:24][C:20]=2[C:19]=1[CH3:28])[CH2:15][N:9]1[CH2:10][CH2:11][N:12]([C:50](=[O:51])[CH2:49][C:46]2[CH:47]=[N:48][C:43]([N:38]3[CH:42]=[N:41][N:40]=[N:39]3)=[CH:44][CH:45]=2)[CH:13]2[CH:8]1[CH2:14]2. (4) Given the reactants [OH:1][CH2:2][C:3]1[CH:4]=[C:5]([CH:16]=[CH:17][CH:18]=1)[CH2:6][CH:7]([C:12]([O:14][CH3:15])=[O:13])[C:8]([O:10][CH3:11])=[O:9].[C:19]1([N:25]=[C:26]=[O:27])[CH:24]=[CH:23][CH:22]=[CH:21][CH:20]=1, predict the reaction product. The product is: [NH:25]([C:26]([O:1][CH2:2][C:3]1[CH:4]=[C:5]([CH:16]=[CH:17][CH:18]=1)[CH2:6][CH:7]([C:8]([O:10][CH3:11])=[O:9])[C:12]([O:14][CH3:15])=[O:13])=[O:27])[C:19]1[CH:24]=[CH:23][CH:22]=[CH:21][CH:20]=1. (5) The product is: [OH:1][C@H:2]1[CH2:7][CH2:6][CH2:5][CH2:4][C@@H:3]1[N:8]1[C:17](=[O:18])[C:16]2[C:11](=[C:12]3[CH:33]=[CH:32][N:31]=[CH:30][C:13]3=[C:14]([CH2:19][C:20]3[CH:25]=[CH:24][C:23]([CH:26]([OH:29])[CH2:27][CH3:28])=[CH:22][CH:21]=3)[CH:15]=2)[N:10]=[CH:9]1. Given the reactants [OH:1][C@H:2]1[CH2:7][CH2:6][CH2:5][CH2:4][C@@H:3]1[N:8]1[C:17](=[O:18])[C:16]2[C:11](=[C:12]3[CH:33]=[CH:32][N:31]=[CH:30][C:13]3=[C:14]([CH2:19][C:20]3[CH:25]=[CH:24][C:23]([CH:26]([OH:29])[CH:27]=[CH2:28])=[CH:22][CH:21]=3)[CH:15]=2)[N:10]=[CH:9]1, predict the reaction product. (6) Given the reactants [CH2:1]([N:4]([C:13]([O:15][C:16]([CH3:19])([CH3:18])[CH3:17])=[O:14])[NH:5][C:6]([O:8][C:9]([CH3:12])([CH3:11])[CH3:10])=[O:7])[C:2]#[CH:3].C(=O)([O-])[O-].[Cs+].[Cs+].[N:26]([C:29]1[CH:34]=[CH:33][C:32]([CH2:35]Br)=[CH:31][CH:30]=1)=[N+:27]=[N-:28], predict the reaction product. The product is: [N:26]([C:29]1[CH:34]=[CH:33][C:32]([CH2:35][N:5]([C:6]([O:8][C:9]([CH3:12])([CH3:11])[CH3:10])=[O:7])[N:4]([CH2:1][C:2]#[CH:3])[C:13]([O:15][C:16]([CH3:17])([CH3:18])[CH3:19])=[O:14])=[CH:31][CH:30]=1)=[N+:27]=[N-:28].